From a dataset of M1 muscarinic receptor agonist screen with 61,833 compounds. Binary Classification. Given a drug SMILES string, predict its activity (active/inactive) in a high-throughput screening assay against a specified biological target. (1) The result is 0 (inactive). The drug is O(c1cc(CCn2nnnc2C(N2CCN(CC2)C)c2ccccc2)ccc1OC)C. (2) The compound is s1c2c(n(Cc3n(c(SCC(=O)NCc4ccccc4)nn3)C)c1=O)cccc2. The result is 0 (inactive).